From a dataset of Full USPTO retrosynthesis dataset with 1.9M reactions from patents (1976-2016). Predict the reactants needed to synthesize the given product. Given the product [CH3:9][O:8][C:3]1[C:2]([B:10]2[O:14][C:13]([CH3:16])([CH3:15])[C:12]([CH3:18])([CH3:17])[O:11]2)=[CH:7][N:6]=[CH:5][N:4]=1, predict the reactants needed to synthesize it. The reactants are: Br[C:2]1[C:3]([O:8][CH3:9])=[N:4][CH:5]=[N:6][CH:7]=1.[B:10]1([B:10]2[O:14][C:13]([CH3:16])([CH3:15])[C:12]([CH3:18])([CH3:17])[O:11]2)[O:14][C:13]([CH3:16])([CH3:15])[C:12]([CH3:18])([CH3:17])[O:11]1.C(Cl)Cl.C([O-])(=O)C.[K+].